Task: Predict the product of the given reaction.. Dataset: Forward reaction prediction with 1.9M reactions from USPTO patents (1976-2016) (1) Given the reactants [CH3:1][N+:2]#[C-:3].[Li]CCCC.CCCCCC.[CH3:15][C:16]([C:21]1[CH:26]=[CH:25][CH:24]=[CH:23][CH:22]=1)([CH3:20])[C:17](Cl)=[O:18].[Na+].[Cl-], predict the reaction product. The product is: [CH3:20][C:16]([C:17]1[O:18][CH:1]=[N:2][CH:3]=1)([C:21]1[CH:26]=[CH:25][CH:24]=[CH:23][CH:22]=1)[CH3:15]. (2) Given the reactants [F-:1].[Cs+].Cl[C:4]1[C:13]([N+:14]([O-:16])=[O:15])=[CH:12][CH:11]=[CH:10][C:5]=1[C:6]([O:8][CH3:9])=[O:7], predict the reaction product. The product is: [F:1][C:4]1[C:13]([N+:14]([O-:16])=[O:15])=[CH:12][CH:11]=[CH:10][C:5]=1[C:6]([O:8][CH3:9])=[O:7]. (3) Given the reactants F[C:2]1[CH:3]=[CH:4][C:5]([N+:11]([O-:13])=[O:12])=[C:6]([CH:10]=1)[C:7]([OH:9])=[O:8].[C:14]1([OH:20])[CH:19]=[CH:18][CH:17]=[CH:16][CH:15]=1.C([O-])([O-])=O.[K+].[K+], predict the reaction product. The product is: [N+:11]([C:5]1[CH:4]=[CH:3][C:2]([O:20][C:14]2[CH:19]=[CH:18][CH:17]=[CH:16][CH:15]=2)=[CH:10][C:6]=1[C:7]([OH:9])=[O:8])([O-:13])=[O:12]. (4) Given the reactants [Li+].[CH3:2]C([N-]C(C)C)C.[Br:9][C:10]1[CH:15]=[CH:14][C:13]([CH2:16][C:17]([O:19][CH2:20][CH3:21])=[O:18])=[CH:12][CH:11]=1.IC, predict the reaction product. The product is: [Br:9][C:10]1[CH:11]=[CH:12][C:13]([CH:16]([CH3:2])[C:17]([O:19][CH2:20][CH3:21])=[O:18])=[CH:14][CH:15]=1. (5) Given the reactants [Cl:1][C:2]1[CH:3]=[N:4][C:5]([NH:11][C:12]2[CH:13]=[N:14][CH:15]=[CH:16][CH:17]=2)=[C:6]([CH:10]=1)[C:7]([OH:9])=O.[CH3:18][C:19]([NH2:23])([C:21]#[CH:22])[CH3:20].C1C=CC2N(O)N=NC=2C=1.CCN=C=NCCCN(C)C.CCN(C(C)C)C(C)C, predict the reaction product. The product is: [Cl:1][C:2]1[CH:3]=[N:4][C:5]([NH:11][C:12]2[CH:13]=[N:14][CH:15]=[CH:16][CH:17]=2)=[C:6]([CH:10]=1)[C:7]([NH:23][C:19]([CH3:20])([C:21]#[CH:22])[CH3:18])=[O:9]. (6) Given the reactants CC(OC([N:8]1[CH2:13][CH2:12][C:11](=[C:14]([C:28]2[CH:33]=[CH:32][CH:31]=[CH:30][C:29]=2[NH2:34])[C:15]2[CH:20]=[CH:19][C:18]([C:21]([N:23]([CH2:26][CH3:27])[CH2:24][CH3:25])=[O:22])=[CH:17][CH:16]=2)[CH2:10][CH2:9]1)=O)(C)C.Br[C:36]1[CH:41]=[CH:40][CH:39]=[CH:38][CH:37]=1.[CH3:42]C([O-])(C)C.[Na+].[H-].[Na+].CI.C(O)(C(F)(F)F)=O, predict the reaction product. The product is: [CH2:24]([N:23]([CH2:26][CH3:27])[C:21](=[O:22])[C:18]1[CH:19]=[CH:20][C:15]([C:14]([C:28]2[CH:33]=[CH:32][CH:31]=[CH:30][C:29]=2[N:34]([CH3:42])[C:36]2[CH:41]=[CH:40][CH:39]=[CH:38][CH:37]=2)=[C:11]2[CH2:12][CH2:13][NH:8][CH2:9][CH2:10]2)=[CH:16][CH:17]=1)[CH3:25].